From a dataset of Full USPTO retrosynthesis dataset with 1.9M reactions from patents (1976-2016). Predict the reactants needed to synthesize the given product. The reactants are: [Cl:1][C:2]1[CH:10]=[C:9]2[C:5]([C:6]([C:11](=[O:16])C(F)(F)F)=[CH:7][NH:8]2)=[CH:4][CH:3]=1.C(=O)([O-])[O-].[K+].[K+].Br[CH2:24][CH:25]1[CH2:30][CH2:29][CH2:28][CH2:27][CH2:26]1.[OH-:31].[Na+]. Given the product [Cl:1][C:2]1[CH:10]=[C:9]2[C:5]([C:6]([C:11]([OH:16])=[O:31])=[CH:7][N:8]2[CH2:24][CH:25]2[CH2:30][CH2:29][CH2:28][CH2:27][CH2:26]2)=[CH:4][CH:3]=1, predict the reactants needed to synthesize it.